Dataset: Full USPTO retrosynthesis dataset with 1.9M reactions from patents (1976-2016). Task: Predict the reactants needed to synthesize the given product. (1) Given the product [Br:29][C:2]1[N:7]=[CH:6][C:5]2[NH:8][C:10]3[N:11]=[CH:12][C:13]([C:15]4[CH:20]=[CH:19][C:18]([CH2:21][N:22]5[CH2:27][CH2:26][CH2:25][CH2:24][CH2:23]5)=[CH:17][CH:16]=4)=[CH:14][C:9]=3[C:4]=2[CH:3]=1, predict the reactants needed to synthesize it. The reactants are: Cl[C:2]1[N:7]=[CH:6][C:5]([NH2:8])=[C:4]([C:9]2[C:10](F)=[N:11][CH:12]=[C:13]([C:15]3[CH:20]=[CH:19][C:18]([CH2:21][N:22]4[CH2:27][CH2:26][CH2:25][CH2:24][CH2:23]4)=[CH:17][CH:16]=3)[CH:14]=2)[CH:3]=1.[Br:29][Si](C)(C)C. (2) The reactants are: [NH:1]1[CH2:6][CH2:5][CH:4]([NH:7][C:8]([C:10]2[C:18]3[C:13](=[CH:14][CH:15]=[CH:16][CH:17]=3)[NH:12][N:11]=2)=[O:9])[CH2:3][CH2:2]1.[C:19](OC(=O)C)(=[O:21])[CH3:20].CO.C(Cl)Cl. Given the product [C:19]([N:1]1[CH2:6][CH2:5][CH:4]([NH:7][C:8]([C:10]2[C:18]3[C:13](=[CH:14][CH:15]=[CH:16][CH:17]=3)[NH:12][N:11]=2)=[O:9])[CH2:3][CH2:2]1)(=[O:21])[CH3:20], predict the reactants needed to synthesize it.